From a dataset of TCR-epitope binding with 47,182 pairs between 192 epitopes and 23,139 TCRs. Binary Classification. Given a T-cell receptor sequence (or CDR3 region) and an epitope sequence, predict whether binding occurs between them. (1) The epitope is FLKEKGGL. The TCR CDR3 sequence is CASSFTGENSPLHF. Result: 1 (the TCR binds to the epitope). (2) The epitope is GLCTLVAML. The TCR CDR3 sequence is CASSLAGQGALSRQYF. Result: 1 (the TCR binds to the epitope). (3) The epitope is LLSAGIFGA. The TCR CDR3 sequence is CASSADIQQYF. Result: 0 (the TCR does not bind to the epitope). (4) The epitope is FLPRVFSAV. The TCR CDR3 sequence is CASSLGADYEQYF. Result: 1 (the TCR binds to the epitope). (5) Result: 1 (the TCR binds to the epitope). The epitope is ILHCANFNV. The TCR CDR3 sequence is CASSRGIGELFF. (6) The epitope is KLGGALQAK. The TCR CDR3 sequence is CASSETGLAGVGTDTQYF. Result: 1 (the TCR binds to the epitope).